From a dataset of Full USPTO retrosynthesis dataset with 1.9M reactions from patents (1976-2016). Predict the reactants needed to synthesize the given product. (1) Given the product [ClH:25].[Cl:25][C:22]1[CH:23]=[CH:24][C:19]([C:10]2[O:9][C:8]([C:6]([OH:7])=[O:5])=[CH:12][C:11]=2[C:13]2[CH:18]=[CH:17][N:16]=[CH:15][CH:14]=2)=[CH:20][C:21]=1[OH:26], predict the reactants needed to synthesize it. The reactants are: C([O:5][C:6]([C:8]1[O:9][C:10]([C:19]2[CH:24]=[CH:23][C:22]([Cl:25])=[C:21]([O:26]C)[CH:20]=2)=[C:11]([C:13]2[CH:18]=[CH:17][N:16]=[CH:15][CH:14]=2)[CH:12]=1)=[O:7])(C)(C)C.B(Br)(Br)Br.Cl.C1(C)C=CC=CC=1. (2) Given the product [CH3:33][C:34]1[N:19]([CH2:20][CH2:21][O:22][CH2:23][CH2:24][CH2:25][C:26]2[CH:27]=[N:28][CH:29]=[CH:30][CH:31]=2)[C:16]2[C:15]3[CH2:14][CH2:13][CH2:12][CH2:11][C:10]=3[N:9]=[C:8]([O:1][C:2]3[CH:3]=[CH:4][CH:5]=[CH:6][CH:7]=3)[C:17]=2[N:18]=1, predict the reactants needed to synthesize it. The reactants are: [O:1]([C:8]1[C:17]([NH2:18])=[C:16]([NH:19][CH2:20][CH2:21][O:22][CH2:23][CH2:24][CH2:25][C:26]2[CH:27]=[N:28][CH:29]=[CH:30][CH:31]=2)[C:15]2[CH2:14][CH2:13][CH2:12][CH2:11][C:10]=2[N:9]=1)[C:2]1[CH:7]=[CH:6][CH:5]=[CH:4][CH:3]=1.N1C=CC=[CH:34][CH:33]=1.C(Cl)(=O)C. (3) Given the product [N+:19]([C:6]1[CH:7]=[C:8]([O:11][CH2:12][C:13]2[CH:18]=[CH:17][N:16]=[CH:15][CH:14]=2)[CH:9]=[CH:10][C:5]=1[NH2:4])([O-:21])=[O:20].[N:16]1[CH:17]=[CH:18][C:13]([CH2:12][O:11][C:8]2[CH:7]=[C:6]([NH2:19])[C:5]([NH2:4])=[CH:10][CH:9]=2)=[CH:14][CH:15]=1, predict the reactants needed to synthesize it. The reactants are: [Cl-].[NH4+].C[NH:4][C:5]1[CH:10]=[CH:9][C:8]([O:11][CH2:12][C:13]2[CH:18]=[CH:17][N:16]=[CH:15][CH:14]=2)=[CH:7][C:6]=1[N+:19]([O-:21])=[O:20].C(OCC)(=O)C.ClCCl. (4) Given the product [CH2:1]([O:8][C:9]1[CH:10]=[CH:11][C:12]([C:13]([N:27]2[CH2:26][CH2:63][CH:62]([C:56]3[CH:55]=[CH:54][C:37]([C:38]([NH:40][C:41]([NH:43][C:44]([O:46][CH2:47][C:48]4[CH:49]=[CH:50][CH:51]=[CH:52][CH:53]=4)=[O:45])=[NH:42])=[O:39])=[CH:36][C:57]=3[C:58]([F:61])([F:60])[F:59])[CH2:29][CH2:28]2)=[O:15])=[CH:16][CH:17]=1)[C:2]1[CH:3]=[CH:4][CH:5]=[CH:6][CH:7]=1, predict the reactants needed to synthesize it. The reactants are: [CH2:1]([O:8][C:9]1[CH:17]=[CH:16][C:12]([C:13]([OH:15])=O)=[CH:11][CH:10]=1)[C:2]1[CH:7]=[CH:6][CH:5]=[CH:4][CH:3]=1.[N:27]1(C(N2[CH:29]=[CH:28][N:27]=[CH:26]2)=O)[CH:28]=[CH:29]N=[CH:26]1.N1CC=C([C:36]2[C:57]([C:58]([F:61])([F:60])[F:59])=[CH:56][CH:55]=[CH:54][C:37]=2[C:38]([NH:40][C:41]([NH:43][C:44]([O:46][CH2:47][C:48]2[CH:53]=[CH:52][CH:51]=[CH:50][CH:49]=2)=[O:45])=[NH:42])=[O:39])CC1.[CH:62](N(CC)C(C)C)(C)[CH3:63]. (5) Given the product [Br:5][C:6]1[CH:7]=[CH:8][C:9]([O:14][CH2:15][CH2:16][N:17]2[CH2:21][CH2:20][CH2:19][CH2:18]2)=[C:10]([CH2:12][Cl:3])[CH:11]=1, predict the reactants needed to synthesize it. The reactants are: S(Cl)([Cl:3])=O.[Br:5][C:6]1[CH:7]=[CH:8][C:9]([O:14][CH2:15][CH2:16][N:17]2[CH2:21][CH2:20][CH2:19][CH2:18]2)=[C:10]([CH2:12]O)[CH:11]=1.C(N(CC)CC)C.C(=O)(O)[O-].[Na+]. (6) The reactants are: [CH2:1]([O:3][C:4]([C:6]#[C:7][C:8]1([OH:19])[CH2:11][N:10]([C:12]([O:14][C:15]([CH3:18])([CH3:17])[CH3:16])=[O:13])[CH2:9]1)=[O:5])[CH3:2].[H][H].OCC1(OC[C@@H](O)[C@@H](O)[C@H]1O)O. Given the product [CH2:1]([O:3][C:4]([CH2:6][CH2:7][C:8]1([OH:19])[CH2:9][N:10]([C:12]([O:14][C:15]([CH3:18])([CH3:17])[CH3:16])=[O:13])[CH2:11]1)=[O:5])[CH3:2], predict the reactants needed to synthesize it. (7) Given the product [CH3:1][N:2]1[C:7]([CH3:6])=[CH:8][C:9](=[O:10])[NH:5][C:3]1=[O:4], predict the reactants needed to synthesize it. The reactants are: [CH3:1][NH:2][C:3]([NH2:5])=[O:4].[CH2:6]=[C:7]1[O:10][C:9](=O)[CH2:8]1.